This data is from Reaction yield outcomes from USPTO patents with 853,638 reactions. The task is: Predict the reaction yield, written as a fraction of the theoretical maximum amount of product (1.0 means a 100% yield; for example, 0.34 means a 34% yield). The reactants are [Br:1][C:2]1[CH:3]=[C:4]2[C:9](=[CH:10][CH:11]=1)[N:8]=[CH:7][C:6]([C:12]([CH:14]1[CH2:16][CH2:15]1)=[O:13])=[C:5]2Cl.[CH3:18][N:19]([CH3:27])[C@H:20]1[CH2:25][CH2:24][C@H:23]([NH2:26])[CH2:22][CH2:21]1. No catalyst specified. The product is [Br:1][C:2]1[CH:3]=[C:4]2[C:9](=[CH:10][CH:11]=1)[N:8]=[CH:7][C:6]([C:12]([CH:14]1[CH2:16][CH2:15]1)=[O:13])=[C:5]2[NH:26][C@H:23]1[CH2:24][CH2:25][C@H:20]([N:19]([CH3:27])[CH3:18])[CH2:21][CH2:22]1. The yield is 0.360.